From a dataset of Retrosynthesis with 50K atom-mapped reactions and 10 reaction types from USPTO. Predict the reactants needed to synthesize the given product. (1) Given the product Cc1ccc(CCOC(=O)N[C@H]2C(=O)O[C@H]2C)cc1, predict the reactants needed to synthesize it. The reactants are: Cc1ccc(CCOC(=O)N[C@@H](C(=O)O)[C@H](C)O)cc1. (2) Given the product O=C(NCCN1CCCCC1)Nc1ccc(-c2nnc(CSCCOc3ccccc3)o2)cc1, predict the reactants needed to synthesize it. The reactants are: CCOC(=O)Nc1ccc(-c2nnc(CSCCOc3ccccc3)o2)cc1.NCCN1CCCCC1. (3) Given the product CCNc1ncccc1C(=O)Nc1c(C)cc(Cl)nc1Cl, predict the reactants needed to synthesize it. The reactants are: CCN.Cc1cc(Cl)nc(Cl)c1NC(=O)c1cccnc1Cl. (4) Given the product CCCN(c1nc(-c2ccc(OC)cc2Cl)c(C)s1)c1cccc2ccccc12, predict the reactants needed to synthesize it. The reactants are: CCCN(C(N)=S)c1cccc2ccccc12.COc1ccc(C(=O)C(C)Br)c(Cl)c1. (5) The reactants are: CN1CCC(O)CC1.Cc1ccc(S(=O)(=O)Cl)cc1. Given the product Cc1ccc(S(=O)(=O)OC2CCN(C)CC2)cc1, predict the reactants needed to synthesize it. (6) Given the product CN1CCN(C(=O)c2cccc(Nc3c(Nc4ccccc4Cl)c(=O)c3=O)c2O)CC1, predict the reactants needed to synthesize it. The reactants are: CN1CCN(C(=O)c2cccc(Nc3c(Cl)c(=O)c3=O)c2O)CC1.Nc1ccccc1Cl. (7) Given the product COC(=O)[C@H](NS(=O)(=O)c1ccc2sc3cc(B4OC(C)(C)C(C)(C)O4)ccc3c2c1)C(C)C, predict the reactants needed to synthesize it. The reactants are: CC1(C)OB(B2OC(C)(C)C(C)(C)O2)OC1(C)C.COC(=O)[C@H](NS(=O)(=O)c1ccc2sc3cc(I)ccc3c2c1)C(C)C. (8) The reactants are: O=[N+]([O-])c1c(Nc2ccc(I)cc2F)c(F)c(F)c2ccoc12. Given the product Nc1c(Nc2ccc(I)cc2F)c(F)c(F)c2ccoc12, predict the reactants needed to synthesize it.